Dataset: Reaction yield outcomes from USPTO patents with 853,638 reactions. Task: Predict the reaction yield, written as a fraction of the theoretical maximum amount of product (1.0 means a 100% yield; for example, 0.34 means a 34% yield). (1) The reactants are [F:1][CH:2]([F:17])[CH2:3][CH2:4][CH2:5][N:6]1[C:14]2[C:9](=[N:10][CH:11]=[CH:12][CH:13]=2)[N:8]=[C:7]1[CH2:15]O.[CH:18]1([N:21]2[C:29]3[CH:28]=[CH:27][N:26]=[CH:25][C:24]=3[NH:23][C:22]2=[O:30])[CH2:20][CH2:19]1.C1(P(C2C=CC=CC=2)C2C=CC=CC=2)C=CC=CC=1.N(/C(OC(C)C)=O)=N\C(OC(C)C)=O. The catalyst is C1COCC1. The product is [CH:18]1([N:21]2[C:29]3[CH:28]=[CH:27][N:26]=[CH:25][C:24]=3[N:23]([CH2:15][C:7]3[N:6]([CH2:5][CH2:4][CH2:3][CH:2]([F:17])[F:1])[C:14]4[C:9]([N:8]=3)=[N:10][CH:11]=[CH:12][CH:13]=4)[C:22]2=[O:30])[CH2:20][CH2:19]1. The yield is 0.580. (2) The reactants are C[O:2][C:3]1[CH:4]=[C:5]([CH3:12])[C:6]2[O:10][CH:9]=[CH:8][C:7]=2[CH:11]=1.C([O-])([O-])=O.[K+].[K+].[Si](I)(C)(C)C. The catalyst is C(#N)C.CCOC(C)=O. The product is [CH3:12][C:5]1[C:6]2[O:10][CH:9]=[CH:8][C:7]=2[CH:11]=[C:3]([OH:2])[CH:4]=1. The yield is 0.250.